This data is from Full USPTO retrosynthesis dataset with 1.9M reactions from patents (1976-2016). The task is: Predict the reactants needed to synthesize the given product. (1) Given the product [C:35]([NH:38][C:39]1[CH:40]=[C:41]([C:45]([C:47]2[CH:55]=[C:54]3[C:50]([C:51]([CH:64]=[CH:65][C:66]4[CH:67]=[CH:68][CH:69]=[CH:70][CH:71]=4)=[N:52][NH:53]3)=[CH:49][CH:48]=2)=[CH2:46])[CH:42]=[CH:43][CH:44]=1)(=[O:37])[CH3:36], predict the reactants needed to synthesize it. The reactants are: NC1C=C(C(C2C=C3C(C(C=CC4C=CC=CC=4)=NN3COCC[Si](C)(C)C)=CC=2)=C)C=CC=1.[C:35]([NH:38][C:39]1[CH:40]=[C:41]([C:45]([C:47]2[CH:55]=[C:54]3[C:50]([C:51]([CH:64]=[CH:65][C:66]4[CH:71]=[CH:70][CH:69]=[CH:68][CH:67]=4)=[N:52][N:53]3COCC[Si](C)(C)C)=[CH:49][CH:48]=2)=[CH2:46])[CH:42]=[CH:43][CH:44]=1)(=[O:37])[CH3:36]. (2) Given the product [C:11]1([C:14]2[CH:15]=[CH:16][CH:17]=[CH:18][CH:19]=2)[CH:12]=[CH:13][C:8]([CH2:7][C@@H:6]([NH:20][C:21](=[O:29])[CH2:22][CH2:23][C:24]2[NH:28][N:27]=[N:26][N:25]=2)[CH2:5][C:4]([OH:30])=[O:3])=[CH:9][CH:10]=1, predict the reactants needed to synthesize it. The reactants are: C([O:3][C:4](=[O:30])[CH2:5][C@H:6]([NH:20][C:21](=[O:29])[CH2:22][CH2:23][C:24]1[NH:28][N:27]=[N:26][N:25]=1)[CH2:7][C:8]1[CH:13]=[CH:12][C:11]([C:14]2[CH:19]=[CH:18][CH:17]=[CH:16][CH:15]=2)=[CH:10][CH:9]=1)C.[OH-].[Na+].Cl.